This data is from Merck oncology drug combination screen with 23,052 pairs across 39 cell lines. The task is: Regression. Given two drug SMILES strings and cell line genomic features, predict the synergy score measuring deviation from expected non-interaction effect. (1) Drug 1: O=S1(=O)NC2(CN1CC(F)(F)F)C1CCC2Cc2cc(C=CCN3CCC(C(F)(F)F)CC3)ccc2C1. Drug 2: COC12C(COC(N)=O)C3=C(C(=O)C(C)=C(N)C3=O)N1CC1NC12. Cell line: LOVO. Synergy scores: synergy=7.01. (2) Drug 1: CC(=O)OC1C(=O)C2(C)C(O)CC3OCC3(OC(C)=O)C2C(OC(=O)c2ccccc2)C2(O)CC(OC(=O)C(O)C(NC(=O)c3ccccc3)c3ccccc3)C(C)=C1C2(C)C. Drug 2: C=CCn1c(=O)c2cnc(Nc3ccc(N4CCN(C)CC4)cc3)nc2n1-c1cccc(C(C)(C)O)n1. Cell line: UWB1289BRCA1. Synergy scores: synergy=9.81. (3) Drug 1: COC1=C2CC(C)CC(OC)C(O)C(C)C=C(C)C(OC(N)=O)C(OC)C=CC=C(C)C(=O)NC(=CC1=O)C2=O. Drug 2: CCc1cnn2c(NCc3ccc[n+]([O-])c3)cc(N3CCCCC3CCO)nc12. Cell line: OCUBM. Synergy scores: synergy=10.5.